Dataset: Full USPTO retrosynthesis dataset with 1.9M reactions from patents (1976-2016). Task: Predict the reactants needed to synthesize the given product. (1) Given the product [CH2:1]([O:5][C:6]1[N:10]([C:11]2[CH:12]=[CH:13][C:14]([S:17][C:18]([CH3:27])([CH3:26])[C:19]([O:21][C:22]([CH3:24])([CH3:23])[CH3:25])=[O:20])=[CH:15][CH:16]=2)[N:9]=[C:8]([C:28]([NH:46][C:40]2[CH:41]=[CH:42][C:43]([CH3:45])=[CH:44][C:39]=2[CH3:38])=[O:30])[C:7]=1[CH3:31])[CH2:2][CH2:3][CH3:4], predict the reactants needed to synthesize it. The reactants are: [CH2:1]([O:5][C:6]1[N:10]([C:11]2[CH:16]=[CH:15][C:14]([S:17][C:18]([CH3:27])([CH3:26])[C:19]([O:21][C:22]([CH3:25])([CH3:24])[CH3:23])=[O:20])=[CH:13][CH:12]=2)[N:9]=[C:8]([C:28]([OH:30])=O)[C:7]=1[CH3:31])[CH2:2][CH2:3][CH3:4].C(Cl)(=O)C(Cl)=O.[CH3:38][C:39]1[CH:44]=[C:43]([CH3:45])[CH:42]=[CH:41][C:40]=1[NH2:46].C(N(CC)CC)C. (2) Given the product [O:1]1[C:5]2[CH:6]=[CH:7][C:8]([C:10]3[CH:11]=[CH:12][C:13]([C:16]4[N:21]=[C:20]([O:22][CH2:23][CH2:24][CH2:25][CH2:26][C:27]([CH3:31])([CH3:32])[C:28]([NH:43][S:40]([C:37]5[CH:36]=[N:35][C:34]([Cl:33])=[CH:39][CH:38]=5)(=[O:41])=[O:42])=[O:29])[CH:19]=[CH:18][CH:17]=4)=[CH:14][CH:15]=3)=[CH:9][C:4]=2[O:3][CH2:2]1, predict the reactants needed to synthesize it. The reactants are: [O:1]1[C:5]2[CH:6]=[CH:7][C:8]([C:10]3[CH:15]=[CH:14][C:13]([C:16]4[N:21]=[C:20]([O:22][CH2:23][CH2:24][CH2:25][CH2:26][C:27]([CH3:32])([CH3:31])[C:28](O)=[O:29])[CH:19]=[CH:18][CH:17]=4)=[CH:12][CH:11]=3)=[CH:9][C:4]=2[O:3][CH2:2]1.[Cl:33][C:34]1[CH:39]=[CH:38][C:37]([S:40]([NH2:43])(=[O:42])=[O:41])=[CH:36][N:35]=1.CN(C1C=CC=CN=1)C.Cl.CN(C)CCCN=C=NCC. (3) Given the product [F:26][C:10]([F:9])([F:25])[C:11]1[CH:23]=[C:22]2[C:14]([C:15]3[CH:16]=[C:17]([NH:24][S:2]([NH2:5])(=[O:4])=[O:3])[CH:18]=[CH:19][C:20]=3[NH:21]2)=[CH:13][CH:12]=1, predict the reactants needed to synthesize it. The reactants are: Cl[S:2]([N:5]=C=O)(=[O:4])=[O:3].O.[F:9][C:10]([F:26])([F:25])[C:11]1[CH:23]=[C:22]2[C:14]([C:15]3[CH:16]=[C:17]([NH2:24])[CH:18]=[CH:19][C:20]=3[NH:21]2)=[CH:13][CH:12]=1.N1C=CC=CC=1.